From a dataset of Full USPTO retrosynthesis dataset with 1.9M reactions from patents (1976-2016). Predict the reactants needed to synthesize the given product. Given the product [Br:6][C:7]1[CH:8]=[C:9]2[C:14](=[C:15]([F:17])[CH:16]=1)[N:13]=[C:12]([Cl:3])[CH:11]=[CH:10]2, predict the reactants needed to synthesize it. The reactants are: O=P(Cl)(Cl)[Cl:3].[Br:6][C:7]1[CH:8]=[C:9]2[C:14](=[C:15]([F:17])[CH:16]=1)[NH:13][C:12](=O)[CH:11]=[CH:10]2.